From a dataset of Full USPTO retrosynthesis dataset with 1.9M reactions from patents (1976-2016). Predict the reactants needed to synthesize the given product. (1) Given the product [C:18]([C:22]1[CH:23]=[CH:24][C:25]([NH:26][CH2:1][C:3]2[CH:17]=[CH:16][C:6]([C:7]([NH:9][CH2:10][C@@H:11]([OH:15])[C:12]([OH:14])=[O:13])=[O:8])=[CH:5][CH:4]=2)=[CH:27][CH:28]=1)([CH3:21])([CH3:19])[CH3:20], predict the reactants needed to synthesize it. The reactants are: [CH:1]([C:3]1[CH:17]=[CH:16][C:6]([C:7]([NH:9][CH2:10][C@@H:11]([OH:15])[C:12]([OH:14])=[O:13])=[O:8])=[CH:5][CH:4]=1)=O.[C:18]([C:22]1[CH:28]=[CH:27][C:25]([NH2:26])=[CH:24][CH:23]=1)([CH3:21])([CH3:20])[CH3:19].C(O)(=O)C.C([BH3-])#N.[Na+]. (2) Given the product [CH2:17]([O:16][C:14]1[C:13]2[C:4](=[C:5]3[C:10](=[CH:11][CH:12]=2)[CH:9]=[CH:8][CH:7]=[N:6]3)[N:3]=[C:2]([CH:1]=[O:19])[CH:15]=1)[CH3:18], predict the reactants needed to synthesize it. The reactants are: [CH3:1][C:2]1[CH:15]=[C:14]([O:16][CH2:17][CH3:18])[C:13]2[C:4](=[C:5]3[C:10](=[CH:11][CH:12]=2)[CH:9]=[CH:8][CH:7]=[N:6]3)[N:3]=1.[O:19]1CCOCC1. (3) The reactants are: I[C:2]1[CH:8]=[CH:7][CH:6]=[CH:5][C:3]=1[NH2:4].[CH:9]#[C:10][CH2:11][CH2:12][CH3:13].C(N(CC)CC)C. Given the product [C:9]([C:2]1[CH:8]=[CH:7][CH:6]=[CH:5][C:3]=1[NH2:4])#[C:10][CH2:11][CH2:12][CH3:13], predict the reactants needed to synthesize it. (4) Given the product [Cl:1][C:2]1[CH:7]=[CH:6][N:5]=[C:4]2[CH:8]=[C:9]([C:11]3[CH:12]=[C:13]([CH:17]=[CH:18][C:19]=3[O:20][CH3:21])[C:14]([NH2:23])=[O:15])[O:10][C:3]=12, predict the reactants needed to synthesize it. The reactants are: [Cl:1][C:2]1[CH:7]=[CH:6][N:5]=[C:4]2[CH:8]=[C:9]([C:11]3[CH:12]=[C:13]([CH:17]=[CH:18][C:19]=3[O:20][CH3:21])[C:14](O)=[O:15])[O:10][C:3]=12.C[N:23](C=O)C.C(Cl)(=O)C(Cl)=O. (5) Given the product [C:21]([C:2]1[CH:3]=[CH:4][C:5]2[O:10][C:9]([CH3:12])([CH3:11])[O:8][CH2:7][C:6]=2[CH:13]=1)(=[O:23])[CH3:22], predict the reactants needed to synthesize it. The reactants are: Br[C:2]1[CH:3]=[CH:4][C:5]2[O:10][C:9]([CH3:12])([CH3:11])[O:8][CH2:7][C:6]=2[CH:13]=1.C([Li])CCC.CN(OC)[C:21](=[O:23])[CH3:22].